Dataset: Full USPTO retrosynthesis dataset with 1.9M reactions from patents (1976-2016). Task: Predict the reactants needed to synthesize the given product. (1) Given the product [F:1][C:2]1[CH:10]=[C:9]2[C:5]([C:6]([CH2:11][CH:12]([NH2:14])[CH3:13])=[CH:7][NH:8]2)=[CH:4][CH:3]=1, predict the reactants needed to synthesize it. The reactants are: [F:1][C:2]1[CH:10]=[C:9]2[C:5]([C:6](/[CH:11]=[C:12](/[N+:14]([O-])=O)\[CH3:13])=[CH:7][NH:8]2)=[CH:4][CH:3]=1.C[Si](Cl)(C)C.B.C1COCC1. (2) Given the product [Cl:18][C:13]1[C:14]2[C:9](=[CH:8][CH:7]=[CH:6][C:5]=2[O:4][CH2:1][CH2:2][CH3:3])[CH:10]=[CH:11][N:12]=1, predict the reactants needed to synthesize it. The reactants are: [CH2:1]([O:4][C:5]1[CH:6]=[CH:7][CH:8]=[C:9]2[C:14]=1[CH:13]=[N+:12]([O-])[CH:11]=[CH:10]2)[CH2:2][CH3:3].O=P(Cl)(Cl)[Cl:18]. (3) Given the product [CH3:1][O:2][C:3]1[CH:8]=[CH:7][C:6]([CH:9]2[C:17]3[C:12](=[CH:13][CH:14]=[CH:15][CH:16]=3)[CH:11]([C:18]3[CH:23]=[CH:22][C:21]4[O:24][CH2:25][O:26][C:20]=4[CH:19]=3)[CH:10]2[C:27]([OH:29])=[O:28])=[CH:5][CH:4]=1, predict the reactants needed to synthesize it. The reactants are: [CH3:1][O:2][C:3]1[CH:8]=[CH:7][C:6]([CH:9]2[C:17]3[C:12](=[CH:13][CH:14]=[CH:15][CH:16]=3)[CH:11]([C:18]3[CH:23]=[CH:22][C:21]4[O:24][CH2:25][O:26][C:20]=4[CH:19]=3)[CH:10]2[C:27]([O:29]CC)=[O:28])=[CH:5][CH:4]=1.COC1C=CC(C2C3C(=CC=CC=3)C(C3C=CC4OCOC=4C=3)=C2C(OCC)=O)=CC=1.